Predict the reactants needed to synthesize the given product. From a dataset of Full USPTO retrosynthesis dataset with 1.9M reactions from patents (1976-2016). (1) Given the product [CH3:17][C@H:12]1[CH2:13][O:14][CH2:15][CH2:16][N:11]1[C:5]1[N:4]=[C:3]([OH:2])[CH:8]=[C:7]([OH:9])[N:6]=1, predict the reactants needed to synthesize it. The reactants are: C[O:2][C:3]1[CH:8]=[C:7]([O:9]C)[N:6]=[C:5]([N:11]2[CH2:16][CH2:15][O:14][CH2:13][C@@H:12]2[CH3:17])[N:4]=1.[I-].[Na+].[Si](Cl)(C)(C)C.S(=O)(=O)(O)[O-].[Na+]. (2) Given the product [CH3:13][S:14]([C:17]1([C:20]2[CH:21]=[C:22]([N:28]3[CH2:29][CH:30]4[O:35][CH:33]([CH2:32][CH2:31]4)[CH2:34]3)[N:23]=[C:24]([C:5]3[CH:6]=[CH:7][CH:8]=[C:9]4[C:4]=3[CH:3]=[CH:2][NH:1]4)[N:25]=2)[CH2:19][CH2:18]1)(=[O:15])=[O:16], predict the reactants needed to synthesize it. The reactants are: [NH:1]1[C:9]2[C:4](=[C:5](B(O)O)[CH:6]=[CH:7][CH:8]=2)[CH:3]=[CH:2]1.[CH3:13][S:14]([C:17]1([C:20]2[N:25]=[C:24](SC)[N:23]=[C:22]([N:28]3[CH2:34][CH:33]4[O:35][CH:30]([CH2:31][CH2:32]4)[CH2:29]3)[CH:21]=2)[CH2:19][CH2:18]1)(=[O:16])=[O:15].